The task is: Predict hERG channel inhibition at various concentrations.. This data is from hERG Central: cardiac toxicity at 1µM, 10µM, and general inhibition. (1) The compound is CCC(C)c1ccccc1NC(=O)CN1CCN(C/C=C/c2ccccc2)CC1. Results: hERG_inhib (hERG inhibition (general)): blocker. (2) The drug is CCc1ccc2[nH]c(=O)c(CN(CCCN3CCOCC3)C(=O)Nc3ccccc3)cc2c1. Results: hERG_inhib (hERG inhibition (general)): blocker. (3) The drug is Cc1ccc(-c2csc(=Nc3cccnc3)n2CCCn2ccnc2)cc1C. Results: hERG_inhib (hERG inhibition (general)): blocker. (4) The compound is Cc1ccc(Nc2nc(N)nc(CN3CCC(C)CC3)n2)c(C)c1. Results: hERG_inhib (hERG inhibition (general)): blocker. (5) The drug is CN(C)C1=NC[C@H](Cc2ccccc2)N1CCc1cccc(F)c1. Results: hERG_inhib (hERG inhibition (general)): blocker. (6) The molecule is O=C(Nc1ccc(Cl)c(S(=O)(=O)N2CCOCC2)c1)[C@@H]1CCCN1C(=O)c1cccs1. Results: hERG_inhib (hERG inhibition (general)): blocker. (7) The drug is CCCCn1c(N)c(N(CCC(C)C)C(=O)c2ccc([N+](=O)[O-])s2)c(=O)[nH]c1=O. Results: hERG_inhib (hERG inhibition (general)): blocker.